This data is from Reaction yield outcomes from USPTO patents with 853,638 reactions. The task is: Predict the reaction yield, written as a fraction of the theoretical maximum amount of product (1.0 means a 100% yield; for example, 0.34 means a 34% yield). (1) The reactants are Cl[CH2:2][C@@H:3]1[CH2:7][CH2:6][N:5]([C@H:8]([C:10]2[CH:15]=[CH:14][CH:13]=[CH:12][CH:11]=2)[CH3:9])[CH2:4]1.[C-:16]#[N:17].[Na+]. The catalyst is [Cl-].C[N+](CCCCCCCC)(CCCCCCCC)CCCCCCCC.O.C(OCC)(=O)C.CCCCCC. The product is [C:10]1([C@@H:8]([N:5]2[CH2:6][CH2:7][C@@H:3]([CH2:2][C:16]#[N:17])[CH2:4]2)[CH3:9])[CH:15]=[CH:14][CH:13]=[CH:12][CH:11]=1. The yield is 0.609. (2) The reactants are [OH:1][C:2]1[CH:9]=[CH:8][C:5]([C:6]#[N:7])=[CH:4][CH:3]=1.[F:10][C:11]1[CH:28]=[CH:27][C:14]([CH2:15][C:16]2[C:25]3[C:20](=[CH:21][CH:22]=[CH:23][CH:24]=3)[C:19](=[O:26])[NH:18][N:17]=2)=[CH:13][C:12]=1[C:29]([N:31]1[CH2:36][CH2:35][CH:34](O)[CH2:33][CH2:32]1)=[O:30].C1(P(C2C=CC=CC=2)C2C=CC=CC=2)C=CC=CC=1.N(C(OC(C)(C)C)=O)=NC(OC(C)(C)C)=O. The catalyst is ClCCl. The product is [F:10][C:11]1[CH:28]=[CH:27][C:14]([CH2:15][C:16]2[C:25]3[C:20](=[CH:21][CH:22]=[CH:23][CH:24]=3)[C:19](=[O:26])[NH:18][N:17]=2)=[CH:13][C:12]=1[C:29]([N:31]1[CH2:32][CH2:33][CH:34]([O:1][C:2]2[CH:9]=[CH:8][C:5]([C:6]#[N:7])=[CH:4][CH:3]=2)[CH2:35][CH2:36]1)=[O:30]. The yield is 0.0800. (3) The reactants are [C:1]([O:5][C:6]([N:8]1[CH2:13][CH2:12][CH:11]([CH2:14][OH:15])[CH2:10][CH2:9]1)=[O:7])([CH3:4])([CH3:3])[CH3:2].C[N+]1([O-])CCOCC1. The catalyst is C(Cl)Cl.[Ru]([O-])(=O)(=O)=O.C([N+](CCC)(CCC)CCC)CC. The product is [C:1]([O:5][C:6]([N:8]1[CH2:13][CH2:12][CH:11]([CH:14]=[O:15])[CH2:10][CH2:9]1)=[O:7])([CH3:4])([CH3:3])[CH3:2]. The yield is 0.200. (4) The reactants are [C:1](Cl)(=O)[C:2]1[C:3]([O:8][CH3:9])=[CH:4][CH:5]=[CH:6][CH:7]=1.[NH2:12][C:13]1[CH:21]=[CH:20][C:19]([F:22])=[CH:18][C:14]=1[C:15]([NH2:17])=[O:16].C(N(CC)CC)C. The catalyst is O1CCCC1. The product is [F:22][C:19]1[CH:18]=[C:14]2[C:13](=[CH:21][CH:20]=1)[N:12]=[C:1]([C:2]1[CH:7]=[CH:6][CH:5]=[CH:4][C:3]=1[O:8][CH3:9])[NH:17][C:15]2=[O:16]. The yield is 0.800. (5) The reactants are [NH:1]1[CH2:6][CH2:5][NH:4][CH2:3][CH2:2]1.Cl[C:8]1[C:12]2[CH:13]=[CH:14][CH:15]=[CH:16][C:11]=2[S:10][N:9]=1. No catalyst specified. The product is [N:1]1([C:8]2[C:12]3[CH:13]=[CH:14][CH:15]=[CH:16][C:11]=3[S:10][N:9]=2)[CH2:6][CH2:5][NH:4][CH2:3][CH2:2]1. The yield is 0.240. (6) The reactants are Br[C:2]1[CH:18]=[CH:17][C:5]2[N:6]3[C:10]([CH2:11][CH2:12][O:13][C:4]=2[CH:3]=1)=[CH:9][C:8]([C:14]([OH:16])=O)=[N:7]3.[CH:19]([NH:22][CH2:23][CH2:24][OH:25])([CH3:21])[CH3:20].C(N(CC)CC)C. The catalyst is [Pd]. The product is [OH:25][CH2:24][CH2:23][N:22]([CH:19]([CH3:21])[CH3:20])[C:14]([C:8]1[CH:9]=[C:10]2[N:6]([C:5]3[CH:17]=[CH:18][CH:2]=[CH:3][C:4]=3[O:13][CH2:12][CH2:11]2)[N:7]=1)=[O:16]. The yield is 0.680. (7) The reactants are Cl.[F:2][C:3]1[CH:4]=[C:5]([C:9]2([N:19]([CH3:21])[CH3:20])[CH2:18][CH2:17][C:12]3(OCC[O:13]3)[CH2:11][CH2:10]2)[CH:6]=[CH:7][CH:8]=1.Cl. The catalyst is O. The product is [CH3:20][N:19]([CH3:21])[C:9]1([C:5]2[CH:6]=[CH:7][CH:8]=[C:3]([F:2])[CH:4]=2)[CH2:18][CH2:17][C:12](=[O:13])[CH2:11][CH2:10]1. The yield is 0.500. (8) The reactants are [CH3:1][C:2]1[C:6]([C:7]2[O:8][C:9]3[CH:15]=[CH:14][C:13]([CH2:16][C:17]([OH:19])=O)=[CH:12][C:10]=3[CH:11]=2)=[C:5]([CH3:20])[O:4][N:3]=1.CN(C(ON1N=NC2C=CC=NC1=2)=[N+](C)C)C.F[P-](F)(F)(F)(F)F.[CH3:45][C:46]1[CH:51]=[CH:50][C:49]([CH:52]([C:54]2[CH:59]=[CH:58][CH:57]=[CH:56][CH:55]=2)[NH2:53])=[CH:48][CH:47]=1.CN1CCOCC1. The catalyst is CN(C=O)C.CCOC(C)=O. The yield is 0.100. The product is [CH3:1][C:2]1[C:6]([C:7]2[O:8][C:9]3[CH:15]=[CH:14][C:13]([CH2:16][C:17]([NH:53][CH:52]([C:54]4[CH:59]=[CH:58][CH:57]=[CH:56][CH:55]=4)[C:49]4[CH:50]=[CH:51][C:46]([CH3:45])=[CH:47][CH:48]=4)=[O:19])=[CH:12][C:10]=3[CH:11]=2)=[C:5]([CH3:20])[O:4][N:3]=1. (9) The reactants are ClC(Cl)(O[C:5](=[O:11])OC(Cl)(Cl)Cl)Cl.[CH3:13][C:14]1[CH:19]=[C:18]([C:20]2[CH:21]=[CH:22][C:23]3[N:29]4[CH2:30][C@H:26]([CH2:27][CH2:28]4)[NH:25][C:24]=3[N:31]=2)[CH:17]=[CH:16][N:15]=1.[N:32]1[CH:37]=[CH:36][CH:35]=[C:34]([CH2:38][NH2:39])[CH:33]=1. The catalyst is O1CCCC1. The product is [CH3:13][C:14]1[CH:19]=[C:18]([C:20]2[CH:21]=[CH:22][C:23]3[N:29]4[CH2:30][C@H:26]([CH2:27][CH2:28]4)[N:25]([C:5]([NH:39][CH2:38][C:34]4[CH:33]=[N:32][CH:37]=[CH:36][CH:35]=4)=[O:11])[C:24]=3[N:31]=2)[CH:17]=[CH:16][N:15]=1. The yield is 0.209. (10) The reactants are [C:1]([C:5]1[NH:14][C:8]2=[CH:9][N:10]=[C:11](Cl)[CH:12]=[C:7]2[CH:6]=1)([CH3:4])([CH3:3])[CH3:2].[NH3:15].O. No catalyst specified. The product is [C:1]([C:5]1[NH:14][C:8]2=[CH:9][N:10]=[C:11]([NH2:15])[CH:12]=[C:7]2[CH:6]=1)([CH3:4])([CH3:3])[CH3:2]. The yield is 0.270.